Dataset: Full USPTO retrosynthesis dataset with 1.9M reactions from patents (1976-2016). Task: Predict the reactants needed to synthesize the given product. (1) Given the product [Br:1][C:2]1[CH:3]=[C:4]([CH2:19][C:20]([OH:22])=[O:21])[CH:5]=[CH:6][C:7]=1[NH:8][C:9]([NH:11][C:12]1[CH:17]=[CH:16][CH:15]=[CH:14][C:13]=1[Br:18])=[O:10], predict the reactants needed to synthesize it. The reactants are: [Br:1][C:2]1[CH:3]=[C:4]([CH2:19][C:20]([O:22]C)=[O:21])[CH:5]=[CH:6][C:7]=1[NH:8][C:9]([NH:11][C:12]1[CH:17]=[CH:16][CH:15]=[CH:14][C:13]=1[Br:18])=[O:10].[OH-].[Na+]. (2) Given the product [CH3:17][NH:18][C:3]([C:5]1[CH:13]=[CH:12][C:8]2[O:9][CH2:10][O:11][C:7]=2[C:6]=1[NH2:14])=[O:2], predict the reactants needed to synthesize it. The reactants are: C[O:2][C:3]([C:5]1[CH:13]=[CH:12][C:8]2[O:9][CH2:10][O:11][C:7]=2[C:6]=1[NH2:14])=O.CN.[C:17]([Cu])#[N:18]. (3) Given the product [I:18][C:19]1[C:27]2[C:22](=[N:23][CH:24]=[N:25][C:26]=2[NH2:28])[N:21]([CH:15]([C:7]2[CH:8]=[C:9]3[N:14]([C:6]=2[C:5]2[S:1][CH:2]=[N:3][CH:4]=2)[CH:13]=[CH:12][CH:11]=[CH:10]3)[CH3:16])[N:20]=1, predict the reactants needed to synthesize it. The reactants are: [S:1]1[C:5]([C:6]2[N:14]3[C:9]([CH:10]=[CH:11][CH:12]=[CH:13]3)=[CH:8][C:7]=2[CH:15](O)[CH3:16])=[CH:4][N:3]=[CH:2]1.[I:18][C:19]1[C:27]2[C:22](=[N:23][CH:24]=[N:25][C:26]=2[NH2:28])[NH:21][N:20]=1.C1C=CC(P(C2C=CC=CC=2)C2C=CC=CC=2)=CC=1.CC(OC(/N=N/C(OC(C)C)=O)=O)C. (4) Given the product [Cl:1][C:2]1[CH:3]=[C:4]([CH:7]=[CH:8][C:9]=1[C:10]([F:11])([F:12])[F:13])[CH:5]=[O:6], predict the reactants needed to synthesize it. The reactants are: [Cl:1][C:2]1[CH:3]=[C:4]([CH:7]=[CH:8][C:9]=1[C:10]([F:13])([F:12])[F:11])[CH2:5][OH:6]. (5) The reactants are: Br[C:2]1[N:3]=[C:4]2[C:10]([C:11]([NH:13][C:14]([CH3:17])([CH3:16])[CH3:15])=[O:12])=[CH:9][N:8]([CH2:18][O:19][CH2:20][CH2:21][Si:22]([CH3:25])([CH3:24])[CH3:23])[C:5]2=[N:6][CH:7]=1.CC1(C)C(C)(C)OB([C:34]2[CH:35]=[CH:36][CH:37]=[C:38]3[C:42]=2[NH:41][CH:40]=[CH:39]3)O1.C(=O)([O-])[O-].[K+].[K+].O1CCOCC1. Given the product [C:14]([NH:13][C:11]([C:10]1[C:4]2[C:5](=[N:6][CH:7]=[C:2]([C:34]3[CH:35]=[CH:36][CH:37]=[C:38]4[C:42]=3[NH:41][CH:40]=[CH:39]4)[N:3]=2)[N:8]([CH2:18][O:19][CH2:20][CH2:21][Si:22]([CH3:25])([CH3:24])[CH3:23])[CH:9]=1)=[O:12])([CH3:17])([CH3:16])[CH3:15], predict the reactants needed to synthesize it. (6) Given the product [CH3:24][C:16]([CH3:23])([C:17](=[O:18])[CH2:19][CH3:20])[C@@H:15]([OH:25])[CH2:14][C:12]([OH:13])=[O:11], predict the reactants needed to synthesize it. The reactants are: C[C@@H]1[C@H:20](O)[C@@H:19](C)[C:17](=[O:18])[C:16]([CH3:24])([CH3:23])[C@@H:15]([OH:25])[CH2:14][C:12](=[O:13])[O:11][C@H](/C(/C)=C/C2N=C(C)SC=2)C[C@@H]2O[C@]2(C)CCC1.N1CCCCC1.C(Cl)Cl.CC(C)=O.